This data is from NCI-60 drug combinations with 297,098 pairs across 59 cell lines. The task is: Regression. Given two drug SMILES strings and cell line genomic features, predict the synergy score measuring deviation from expected non-interaction effect. (1) Synergy scores: CSS=-4.78, Synergy_ZIP=2.82, Synergy_Bliss=0.664, Synergy_Loewe=-2.76, Synergy_HSA=-3.37. Cell line: UACC-257. Drug 2: C1C(C(OC1N2C=NC3=C2NC=NCC3O)CO)O. Drug 1: CC1=C(C=C(C=C1)C(=O)NC2=CC(=CC(=C2)C(F)(F)F)N3C=C(N=C3)C)NC4=NC=CC(=N4)C5=CN=CC=C5. (2) Drug 2: C1CCC(C(C1)N)N.C(=O)(C(=O)[O-])[O-].[Pt+4]. Synergy scores: CSS=23.0, Synergy_ZIP=-9.68, Synergy_Bliss=-4.41, Synergy_Loewe=0.645, Synergy_HSA=1.17. Cell line: HS 578T. Drug 1: C1CN1P(=S)(N2CC2)N3CC3.